Dataset: Catalyst prediction with 721,799 reactions and 888 catalyst types from USPTO. Task: Predict which catalyst facilitates the given reaction. (1) The catalyst class is: 14. Reactant: [Cl:1][C:2]1[C:3]([OH:12])=[C:4]([C:9](=O)[CH3:10])[CH:5]=[C:6]([Cl:8])[CH:7]=1.[CH3:13][C:14]1[CH:15]=[C:16]([CH:21]=[CH:22][CH:23]=1)[C:17]([NH:19][NH2:20])=[O:18].C(O)(=O)C. Product: [Cl:1][C:2]1[C:3]([OH:12])=[C:4]([C:9](=[N:20][NH:19][C:17](=[O:18])[C:16]2[CH:21]=[CH:22][CH:23]=[C:14]([CH3:13])[CH:15]=2)[CH3:10])[CH:5]=[C:6]([Cl:8])[CH:7]=1. (2) Reactant: [OH-:1].[Li+].C[O:4][C:5](=[O:39])[CH:6](O)[C:7]1[CH:12]=[CH:11][CH:10]=[C:9]([C:13]2[CH:14]=[C:15]3[C:21]([C:22]4[CH:27]=[CH:26][CH:25]=[CH:24][C:23]=4[O:28][CH3:29])=[N:20][N:19]([CH2:30][O:31][CH2:32][CH2:33][Si:34]([CH3:37])([CH3:36])[CH3:35])[C:16]3=[N:17][CH:18]=2)[N:8]=1.O. Product: [OH:1][C:10]1[CH:11]=[CH:12][C:7]([CH2:6][C:5]([OH:4])=[O:39])=[N:8][C:9]=1[C:13]1[CH:14]=[C:15]2[C:21]([C:22]3[CH:27]=[CH:26][CH:25]=[CH:24][C:23]=3[O:28][CH3:29])=[N:20][N:19]([CH2:30][O:31][CH2:32][CH2:33][Si:34]([CH3:37])([CH3:35])[CH3:36])[C:16]2=[N:17][CH:18]=1. The catalyst class is: 72. (3) Reactant: [C:1]([O:5][C:6]([NH:8][C:9]1([CH2:17][CH2:18][CH2:19][C:20]2[CH:25]=[CH:24][C:23]([S:26][C:27]3[CH:32]=[CH:31][CH:30]=[C:29]([O:33]C(C)(C)C)[C:28]=3O[SiH](C)C)=[CH:22][C:21]=2[Cl:42])[CH2:14][O:13][C:12]([CH3:16])([CH3:15])[O:11][CH2:10]1)=[O:7])([CH3:4])([CH3:3])[CH3:2].[F-].C([N+](CCCC)(CCCC)CCCC)CCC.O. Product: [C:1]([O:5][C:6]([NH:8][C:9]1([CH2:17][CH2:18][CH2:19][C:20]2[CH:25]=[CH:24][C:23]([S:26][C:27]3[CH:32]=[CH:31][CH:30]=[C:29]([OH:33])[CH:28]=3)=[CH:22][C:21]=2[Cl:42])[CH2:14][O:13][C:12]([CH3:16])([CH3:15])[O:11][CH2:10]1)=[O:7])([CH3:2])([CH3:3])[CH3:4]. The catalyst class is: 1.